Predict the reactants needed to synthesize the given product. From a dataset of Full USPTO retrosynthesis dataset with 1.9M reactions from patents (1976-2016). Given the product [OH:1][C:2]1[C:3]([I:22])=[CH:4][C:5]([O:6][C:7]2[C:8]([I:18])=[CH:9][C:10]([CH2:14][C:15]([O:17][CH3:28])=[O:16])=[CH:11][C:12]=2[I:13])=[CH:19][C:20]=1[I:21], predict the reactants needed to synthesize it. The reactants are: [OH:1][C:2]1[C:20]([I:21])=[CH:19][C:5]([O:6][C:7]2[C:12]([I:13])=[CH:11][C:10]([CH2:14][C:15]([OH:17])=[O:16])=[CH:9][C:8]=2[I:18])=[CH:4][C:3]=1[I:22].S(Cl)(Cl)=O.O.[CH3:28]O.